This data is from Full USPTO retrosynthesis dataset with 1.9M reactions from patents (1976-2016). The task is: Predict the reactants needed to synthesize the given product. (1) Given the product [Br:19][C:20]1[CH:25]=[CH:24][C:23]([O:26][C:8]2[C:13]([C:14]([O:16][CH2:17][CH3:18])=[O:15])=[CH:12][N:11]=[CH:10][CH:9]=2)=[CH:22][CH:21]=1, predict the reactants needed to synthesize it. The reactants are: C([O-])([O-])=O.[Cs+].[Cs+].Cl[C:8]1[C:13]([C:14]([O:16][CH2:17][CH3:18])=[O:15])=[CH:12][N:11]=[CH:10][CH:9]=1.[Br:19][C:20]1[CH:25]=[CH:24][C:23]([OH:26])=[CH:22][CH:21]=1. (2) Given the product [Br:1][C:2]1[CH:6]=[N:5][N:4]([CH3:7])[C:3]=1[C:8]1[CH:9]=[C:10]([NH:16][C:25]([NH:24][C:21]2[CH:22]=[CH:23][C:18]([Cl:17])=[CH:19][CH:20]=2)=[S:26])[CH:11]=[CH:12][C:13]=1[O:14][CH3:15], predict the reactants needed to synthesize it. The reactants are: [Br:1][C:2]1[CH:6]=[N:5][N:4]([CH3:7])[C:3]=1[C:8]1[CH:9]=[C:10]([NH2:16])[CH:11]=[CH:12][C:13]=1[O:14][CH3:15].[Cl:17][C:18]1[CH:23]=[CH:22][C:21]([N:24]=[C:25]=[S:26])=[CH:20][CH:19]=1.